This data is from Merck oncology drug combination screen with 23,052 pairs across 39 cell lines. The task is: Regression. Given two drug SMILES strings and cell line genomic features, predict the synergy score measuring deviation from expected non-interaction effect. (1) Drug 1: CN1C(=O)C=CC2(C)C3CCC4(C)C(NC(=O)OCC(F)(F)F)CCC4C3CCC12. Drug 2: CC(=O)OC1C(=O)C2(C)C(O)CC3OCC3(OC(C)=O)C2C(OC(=O)c2ccccc2)C2(O)CC(OC(=O)C(O)C(NC(=O)c3ccccc3)c3ccccc3)C(C)=C1C2(C)C. Cell line: CAOV3. Synergy scores: synergy=-1.83. (2) Drug 1: CC(C)CC(NC(=O)C(Cc1ccccc1)NC(=O)c1cnccn1)B(O)O. Drug 2: Cn1c(=O)n(-c2ccc(C(C)(C)C#N)cc2)c2c3cc(-c4cnc5ccccc5c4)ccc3ncc21. Cell line: NCIH520. Synergy scores: synergy=-20.1. (3) Drug 1: CN(Cc1cnc2nc(N)nc(N)c2n1)c1ccc(C(=O)NC(CCC(=O)O)C(=O)O)cc1. Drug 2: O=C(NOCC(O)CO)c1ccc(F)c(F)c1Nc1ccc(I)cc1F. Cell line: NCIH1650. Synergy scores: synergy=-3.55. (4) Drug 1: CC1CC2C3CCC4=CC(=O)C=CC4(C)C3(F)C(O)CC2(C)C1(O)C(=O)CO. Drug 2: N#Cc1ccc(Cn2cncc2CN2CCN(c3cccc(Cl)c3)C(=O)C2)cc1. Cell line: HT29. Synergy scores: synergy=6.16. (5) Drug 1: NC(=O)c1cccc2cn(-c3ccc(C4CCCNC4)cc3)nc12. Drug 2: COC1=C2CC(C)CC(OC)C(O)C(C)C=C(C)C(OC(N)=O)C(OC)C=CC=C(C)C(=O)NC(=CC1=O)C2=O. Cell line: NCIH460. Synergy scores: synergy=2.12.